From a dataset of Forward reaction prediction with 1.9M reactions from USPTO patents (1976-2016). Predict the product of the given reaction. Given the reactants [Li]CCCC.CCN(C(C)C)C(C)C.[F:15][C:16]1[CH:17]=[C:18]([CH:21]=[C:22]([F:24])[CH:23]=1)[C:19]#[N:20].CN([CH:28]=[O:29])C, predict the reaction product. The product is: [F:15][C:16]1[CH:17]=[C:18]([CH:21]=[C:22]([F:24])[C:23]=1[CH:28]=[O:29])[C:19]#[N:20].